This data is from Full USPTO retrosynthesis dataset with 1.9M reactions from patents (1976-2016). The task is: Predict the reactants needed to synthesize the given product. (1) Given the product [CH:26]1([N:25]2[C:24]3[CH:32]=[CH:33][C:34]([C:36]([OH:38])=[O:37])=[CH:35][C:23]=3[N:22]=[C:21]2[C:16]2[CH:17]=[C:18]3[C:13](=[CH:14][CH:15]=2)[N:12]=[C:11]([C:10]2[C:5]([C:86]4[CH:87]=[CH:88][C:89]([Cl:90])=[C:84]([Cl:83])[CH:85]=4)=[CH:6][CH:7]=[C:8]([O:39][CH3:40])[CH:9]=2)[CH:20]=[CH:19]3)[CH2:27][CH2:28][CH2:29][CH2:30][CH2:31]1, predict the reactants needed to synthesize it. The reactants are: ClC1C=C(C=CC=1F)[C:5]1[C:10]([C:11]2[CH:20]=[CH:19][C:18]3[C:13](=[CH:14][CH:15]=[C:16]([C:21]4[N:25]([CH:26]5[CH2:31][CH2:30][CH2:29][CH2:28][CH2:27]5)[C:24]5[CH:32]=[CH:33][C:34]([C:36]([OH:38])=[O:37])=[CH:35][C:23]=5[N:22]=4)[CH:17]=3)[N:12]=2)=[CH:9][C:8]([O:39][CH3:40])=[CH:7][CH:6]=1.COC(C1C=CC2N(C3CCCCC3)C(C3C=C4C(=CC=3)N=C(C3C=C(OC)C=CC=3Br)C=C4)=NC=2C=1)=O.[Cl:83][C:84]1[CH:85]=[C:86](B(O)O)[CH:87]=[CH:88][C:89]=1[Cl:90]. (2) Given the product [Si:1]([O:8][CH2:9][CH:10]1[CH2:14][CH2:13][CH:12]([CH:15]([NH:20][CH3:19])[C:17]#[N:18])[CH2:11]1)([C:4]([CH3:7])([CH3:6])[CH3:5])([CH3:3])[CH3:2], predict the reactants needed to synthesize it. The reactants are: [Si:1]([O:8][CH2:9][CH:10]1[CH2:14][CH2:13][CH:12]([CH:15]=O)[CH2:11]1)([C:4]([CH3:7])([CH3:6])[CH3:5])([CH3:3])[CH3:2].[CH3:17][NH2:18].[C-:19]#[N:20].[K+]. (3) Given the product [Cl:24][CH2:23][CH2:22][CH2:21][O:17][C:6]1[CH:5]=[C:4]2[C:9]([CH:10]([C:12]3[CH:16]=[CH:15][S:14][CH:13]=3)[CH2:11][N:2]([CH3:1])[CH2:3]2)=[CH:8][CH:7]=1, predict the reactants needed to synthesize it. The reactants are: [CH3:1][N:2]1[CH2:11][CH:10]([C:12]2[CH:16]=[CH:15][S:14][CH:13]=2)[C:9]2[C:4](=[CH:5][C:6]([OH:17])=[CH:7][CH:8]=2)[CH2:3]1.[H-].[Na+].Br[CH2:21][CH2:22][CH2:23][Cl:24]. (4) The reactants are: [N:1]1([C:15]([O:17][C:18]([CH3:21])([CH3:20])[CH3:19])=[O:16])[CH2:6][CH2:5][C:4]([C:11]([O:13]C)=[O:12])([C:7]([O:9][CH3:10])=[O:8])[CH2:3][CH2:2]1.[Li+].[OH-].Cl. Given the product [C:18]([O:17][C:15]([N:1]1[CH2:2][CH2:3][C:4]([C:7]([O:9][CH3:10])=[O:8])([C:11]([OH:13])=[O:12])[CH2:5][CH2:6]1)=[O:16])([CH3:21])([CH3:20])[CH3:19], predict the reactants needed to synthesize it. (5) Given the product [CH3:11][N:15]1[C:14]([CH:17]=[O:18])=[CH:13][N:7]=[C:5]1[C:2]1([CH3:1])[CH2:4][CH2:3]1, predict the reactants needed to synthesize it. The reactants are: [CH3:1][C:2]1([C:5]([NH2:7])=O)[CH2:4][CH2:3]1.C1([C:11]2[N:15](C)[C:14]([CH:17]=[O:18])=[CH:13]N=2)CC1. (6) The reactants are: [N:1]1[N:2]([C:6]2[C:7]([C:11]([OH:13])=O)=[CH:8][S:9][CH:10]=2)[N:3]=[CH:4][CH:5]=1.[CH3:14][C@H:15]1[NH:20][CH2:19][C@H:18]([C:21]2[N:22]=[C:23]([C:26]([O:28][CH2:29][CH3:30])=[O:27])[S:24][CH:25]=2)[CH2:17][CH2:16]1.O. Given the product [N:3]1[N:2]([C:6]2[C:7]([C:11]([N:20]3[C@H:15]([CH3:14])[CH2:16][CH2:17][C@@H:18]([C:21]4[N:22]=[C:23]([C:26]([O:28][CH2:29][CH3:30])=[O:27])[S:24][CH:25]=4)[CH2:19]3)=[O:13])=[CH:8][S:9][CH:10]=2)[N:1]=[CH:5][CH:4]=1, predict the reactants needed to synthesize it. (7) Given the product [CH:41]1([CH2:44][O:45][C:46]2[CH:54]=[CH:53][C:49]3[O:50][CH2:51][O:52][C:48]=3[C:47]=2[C:55]2[C:56]3[NH:63][CH:62]=[C:61]([C:64]([NH:2][C@H:3]([CH2:33][C:34]4[CH:35]=[CH:36][C:37]([OH:40])=[CH:38][CH:39]=4)[C:4]([N:6]4[CH2:7][CH2:8][CH:9]([N:12]5[N:21]=[C:20]([C:22]6[CH:27]=[CH:26][C:25]([O:28][CH3:29])=[C:24]([O:30][CH3:31])[CH:23]=6)[C@@H:19]6[C@@H:14]([CH2:15][CH2:16][CH2:17][CH2:18]6)[C:13]5=[O:32])[CH2:10][CH2:11]4)=[O:5])=[O:65])[C:57]=3[N:58]=[CH:59][N:60]=2)[CH2:42][CH2:43]1, predict the reactants needed to synthesize it. The reactants are: Cl.[NH2:2][C@H:3]([CH2:33][C:34]1[CH:39]=[CH:38][C:37]([OH:40])=[CH:36][CH:35]=1)[C:4]([N:6]1[CH2:11][CH2:10][CH:9]([N:12]2[N:21]=[C:20]([C:22]3[CH:27]=[CH:26][C:25]([O:28][CH3:29])=[C:24]([O:30][CH3:31])[CH:23]=3)[C@@H:19]3[C@@H:14]([CH2:15][CH2:16][CH2:17][CH2:18]3)[C:13]2=[O:32])[CH2:8][CH2:7]1)=[O:5].[CH:41]1([CH2:44][O:45][C:46]2[CH:54]=[CH:53][C:49]3[O:50][CH2:51][O:52][C:48]=3[C:47]=2[C:55]2[C:56]3[NH:63][CH:62]=[C:61]([C:64](N4C=CN=C4)=[O:65])[C:57]=3[N:58]=[CH:59][N:60]=2)[CH2:43][CH2:42]1.CCN(C(C)C)C(C)C. (8) Given the product [CH2:1]([O:3][C:4](=[O:17])[CH:5]([O:14][CH3:15])[CH2:6][C:7]1[CH:12]=[CH:11][C:10]([OH:13])=[CH:9][C:8]=1[CH3:18])[CH3:2], predict the reactants needed to synthesize it. The reactants are: [CH2:1]([O:3][C:4](=[O:17])[CH:5]([O:14][CH2:15]C)[CH2:6][C:7]1[CH:12]=[CH:11][C:10]([OH:13])=[CH:9][CH:8]=1)[CH3:2].[CH3:18]OCC([O-])=O.